From a dataset of Full USPTO retrosynthesis dataset with 1.9M reactions from patents (1976-2016). Predict the reactants needed to synthesize the given product. Given the product [OH:2][C:1]1[C:3]([OH:4])=[CH:5][C:6]2[C:7]3[C:6](=[CH:5][C:3]([OH:4])=[C:1]([OH:2])[CH:8]=3)[C:7]3[C:6](=[CH:5][C:3]([OH:4])=[C:1]([OH:2])[CH:8]=3)[C:7]=2[CH:8]=1, predict the reactants needed to synthesize it. The reactants are: [C:1]1([C:3](=[CH:5][CH:6]=[CH:7][CH:8]=1)[OH:4])[OH:2].S(=O)(=O)(O)O.